From a dataset of Drug-target binding data from BindingDB using IC50 measurements. Regression. Given a target protein amino acid sequence and a drug SMILES string, predict the binding affinity score between them. We predict pIC50 (pIC50 = -log10(IC50 in M); higher means more potent). Dataset: bindingdb_ic50. (1) The drug is O=C(c1ccccc1)c1ccccc1OCC(O)CN1CCC(N2Cc3ccccc3C2=O)CC1. The target protein (Q62205) has sequence MAMLPPPGPQSFVHFTKQSLALIEQRISEEKAKGHKDEKKDDEEEGPKPSSDLEAGKQLPFIYGDIPPGMVSEPLEDLDPYYADKKTFIVLNKGKAIFRFNATPALYMLSPFSPLRRISIKILVHSLFSMLIMCTILTNCIFMTMSNPPDWTKNVEYTFTGIYTFESLIKILARGFCVGEFTFLRDPWNWLDFVVIVFAYLTEFVNLGNVSALRTFRVLRALKTISVIPGLKTIVGALIQSVKKLSDVMILTVFCLSVFALIGLQLFMGNLKHKCFRKDLEQNETLESIMSTAESEEELKRYFYYLEGSKDALLCGFSTDSGQCPEGYECVTAGRNPDYGYTSFDTFGWAFLALFRLMTQDYWENLYQQTLRAAGKTYMIFFVVVIFLGSFYLINLILAVVAMAYEEQNQANIEEAKQKELEFQQMLDRLKKEQEEAEAIAAAAAEYTSLGRSRIMGLSESSSETSRLSSKSAKERRNRRKKKKQKLSSGEEKGDDEKLS.... The pIC50 is 5.9. (2) The target protein (P28827) has sequence MRGLGTCLATLAGLLLTAAGETFSGGCLFDEPYSTCGYSQSEGDDFNWEQVNTLTKPTSDPWMPSGSFMLVNASGRPEGQRAHLLLPQLKENDTHCIDFHYFVSSKSNSPPGLLNVYVKVNNGPLGNPIWNISGDPTRTWNRAELAISTFWPNFYQVIFEVITSGHQGYLAIDEVKVLGHPCTRTPHFLRIQNVEVNAGQFATFQCSAIGRTVAGDRLWLQGIDVRDAPLKEIKVTSSRRFIASFNVVNTTKRDAGKYRCMIRTEGGVGISNYAELVVKEPPVPIAPPQLASVGATYLWIQLNANSINGDGPIVAREVEYCTASGSWNDRQPVDSTSYKIGHLDPDTEYEISVLLTRPGEGGTGSPGPALRTRTKCADPMRGPRKLEVVEVKSRQITIRWEPFGYNVTRCHSYNLTVHYCYQVGGQEQVREEVSWDTENSHPQHTITNLSPYTNVSVKLILMNPEGRKESQELIVQTDEDLPGAVPTESIQGSTFEEKIF.... The pIC50 is 3.3. The compound is COC(=O)C(CCCc1ccccc1)(Cc1ccc(NS(=O)(=O)[O-])cc1)C(=O)OC. (3) The small molecule is COc1ccc2cc(O)c(C(=O)Nc3ncc(Cl)s3)cc2c1. The target protein (P28857) has sequence MDSVSFFNPYLEANRLKKKSRSSYIRILPRGIMHDGAAGLIKDVCDSEPRMFYRDRQYLLSKEMTWPSLDIARSKDYDHMRMKFHIYDAVETLMFTDSIENLPFQYRHFVIPSGTVIRMFGRTEDGEKICVNVFGQEQYFYCECVDGRSLKATINNLMLTGEVKMSCSFVIEPADKLSLYGYNANTVVNLFKVSFGNFYVSQRIGKILQNEGFVVYEIDVDVLTRFFVDNGFLSFGWYNVKKYIPQDMGKGSNLEVEINCHVSDLVSLEDVNWPLYGCWSFDIECLGQNGNFPDAENLGDIVIQISVISFDTEGDRDERHLFTLGTCEKIDGVHIYEFASEFELLLGFFIFLRIESPEFITGYNINNFDLKYLCIRMDKIYHYDIGCFSKLKNGKIGISVPHEQYRKGFLQAQTKVFTSGVLYLDMYPVYSSKITAQNYKLDTIAKICLQQEKEQLSYKEIPKKFISGPSGRAVVGKYCLQDSVLVVRLFKQINYHFEVA.... The pIC50 is 4.2.